From a dataset of Catalyst prediction with 721,799 reactions and 888 catalyst types from USPTO. Predict which catalyst facilitates the given reaction. (1) Reactant: FC(F)(F)S(O[C:7]1[CH:12]=[CH:11][C:10]([CH:13]=[O:14])=[C:9]([CH3:15])[C:8]=1[CH3:16])(=O)=O.[B:19]1(B2OC(C)(C)C(C)(C)O2)[O:23]C(C)(C)C(C)(C)[O:20]1.C([O-])(=O)C.[K+]. Product: [CH:13]([C:10]1[CH:11]=[CH:12][C:7]([B:19]([OH:23])[OH:20])=[C:8]([CH3:16])[C:9]=1[CH3:15])=[O:14]. The catalyst class is: 872. (2) Reactant: [CH:1]([C:3]1[CH:14]=[CH:13][C:6]([CH:7]=[CH:8][C:9]([O:11][CH3:12])=[O:10])=[CH:5][CH:4]=1)=O.Cl.[NH2:16][OH:17].C([O-])(=O)C.[Na+]. Product: [OH:17][N:16]=[CH:1][C:3]1[CH:14]=[CH:13][C:6]([CH:7]=[CH:8][C:9]([O:11][CH3:12])=[O:10])=[CH:5][CH:4]=1. The catalyst class is: 24.